Predict which catalyst facilitates the given reaction. From a dataset of Catalyst prediction with 721,799 reactions and 888 catalyst types from USPTO. (1) Reactant: [CH2:1]([O:8][C:9](=[O:17])[NH:10][C:11]([CH3:16])([CH2:13][CH2:14][OH:15])[CH3:12])[C:2]1[CH:7]=[CH:6][CH:5]=[CH:4][CH:3]=1.CC(OI1(OC(C)=O)(OC(C)=O)OC(=O)C2C1=CC=CC=2)=O. Product: [CH2:1]([O:8][C:9](=[O:17])[NH:10][C:11]([CH3:12])([CH2:13][CH:14]=[O:15])[CH3:16])[C:2]1[CH:7]=[CH:6][CH:5]=[CH:4][CH:3]=1. The catalyst class is: 2. (2) Reactant: [NH2:1][C:2]1[CH:3]=[C:4]([CH:9]=[CH:10][C:11]=1[OH:12])[C:5]([O:7][CH3:8])=[O:6].[C:13]1([CH2:19][C:20](Cl)=O)[CH:18]=[CH:17][CH:16]=[CH:15][CH:14]=1.O. Product: [CH2:19]([C:20]1[O:12][C:11]2[CH:10]=[CH:9][C:4]([C:5]([O:7][CH3:8])=[O:6])=[CH:3][C:2]=2[N:1]=1)[C:13]1[CH:18]=[CH:17][CH:16]=[CH:15][CH:14]=1. The catalyst class is: 113. (3) Reactant: Br[C:2]1[CH:9]=[CH:8][C:5]([C:6]#[N:7])=[C:4]([O:10][CH3:11])[CH:3]=1.[CH:12](N(C(C)C)CC)(C)[CH3:13].C([Sn](CCCC)(CCCC)C=C)CCC. Product: [CH:12]([C:2]1[CH:9]=[CH:8][C:5]([C:6]#[N:7])=[C:4]([O:10][CH3:11])[CH:3]=1)=[CH2:13]. The catalyst class is: 109. (4) Reactant: [C:1]([C:4]1[C:8]([CH3:9])=[C:7]([CH3:10])[NH:6][C:5]=1[C:11]([OH:13])=O)(=[O:3])[CH3:2].C(Cl)CCl.C1C=CC2N(O)N=NC=2C=1.[C:28]([O:32][C:33]([CH:35]1[CH2:43][CH:42]2[CH:37]([CH2:38][CH2:39][CH2:40][CH2:41]2)[N:36]1[C:44](=[O:61])[CH:45]([NH:50][C:51](=[O:60])[CH:52]([NH2:59])[CH:53]1[CH2:58][CH2:57][CH2:56][CH2:55][CH2:54]1)[C:46]([CH3:49])([CH3:48])[CH3:47])=[O:34])([CH3:31])([CH3:30])[CH3:29]. Product: [C:28]([O:32][C:33]([CH:35]1[CH2:43][CH:42]2[CH:37]([CH2:38][CH2:39][CH2:40][CH2:41]2)[N:36]1[C:44](=[O:61])[CH:45]([NH:50][C:51](=[O:60])[CH:52]([NH:59][C:11]([C:5]1[NH:6][C:7]([CH3:10])=[C:8]([CH3:9])[C:4]=1[C:1](=[O:3])[CH3:2])=[O:13])[CH:53]1[CH2:54][CH2:55][CH2:56][CH2:57][CH2:58]1)[C:46]([CH3:49])([CH3:48])[CH3:47])=[O:34])([CH3:29])([CH3:30])[CH3:31]. The catalyst class is: 3.